Dataset: Catalyst prediction with 721,799 reactions and 888 catalyst types from USPTO. Task: Predict which catalyst facilitates the given reaction. Reactant: Br[C:2]1[CH:7]=[CH:6][C:5]([CH3:8])=[CH:4][C:3]=1[C:9]([N:11]1[CH2:16][CH2:15][CH2:14][C@@H:13]([CH3:17])[C@H:12]1[CH2:18][NH:19][C:20]1[CH:25]=[CH:24][C:23]([C:26]([F:29])([F:28])[F:27])=[CH:22][N:21]=1)=[O:10].C([Sn](CCCC)(CCCC)[C:35]1[N:40]=[CH:39][CH:38]=[CH:37][N:36]=1)CCC.[C:49]([O-:52])([O-])=[O:50].[Cs+].[Cs+]. Product: [CH3:17][C@@H:13]1[CH2:14][CH2:15][CH2:16][N:11]([C:9]([C:3]2[CH:4]=[C:5]([CH3:8])[CH:6]=[CH:7][C:2]=2[C:35]2[N:40]=[CH:39][CH:38]=[CH:37][N:36]=2)=[O:10])[C@@H:12]1[CH2:18][NH:19][C:20]1[CH:25]=[CH:24][C:23]([C:26]([F:29])([F:28])[F:27])=[CH:22][N:21]=1.[C:49]([OH:52])([C:26]([F:29])([F:28])[F:27])=[O:50]. The catalyst class is: 12.